Predict the reactants needed to synthesize the given product. From a dataset of Full USPTO retrosynthesis dataset with 1.9M reactions from patents (1976-2016). (1) Given the product [CH3:11][O:10][C:3]1[CH:4]=[C:5]([CH:8]=[CH:9][C:2]=1[O:20][C:16]1[CH:17]=[CH:18][CH:19]=[C:14]([C:13]([F:12])([F:21])[F:22])[CH:15]=1)[CH:6]=[O:7], predict the reactants needed to synthesize it. The reactants are: F[C:2]1[CH:9]=[CH:8][C:5]([CH:6]=[O:7])=[CH:4][C:3]=1[O:10][CH3:11].[F:12][C:13]([F:22])([F:21])[C:14]1[CH:15]=[C:16]([OH:20])[CH:17]=[CH:18][CH:19]=1.C([O-])([O-])=O.[K+].[K+]. (2) Given the product [CH3:13][C:2]([CH3:1])([CH3:12])[CH2:3][C:4]1[CH:5]=[CH:6][C:7]([C:17]([OH:18])=[O:16])=[CH:8][CH:9]=1, predict the reactants needed to synthesize it. The reactants are: [CH3:1][C:2]([CH3:13])([CH3:12])[CH2:3][C:4]1(C=C)[CH:9]=[CH:8][CH:7]=[CH:6][CH2:5]1.CC[O:16][C:17](C)=[O:18]. (3) Given the product [CH3:29][C:28]1[CH:27]=[C:26]([CH3:30])[NH:25][C:24](=[O:31])[C:23]=1[CH2:22][NH:21][C:19](=[O:20])[C:18]1[CH:32]=[C:33]([F:35])[CH:34]=[C:16]([N:15]([CH:11]2[CH2:10][C@@H:9]([CH3:39])[NH:8][C@H:13]([CH3:14])[CH2:12]2)[CH2:37][CH3:38])[C:17]=1[CH3:36], predict the reactants needed to synthesize it. The reactants are: C([N:8]1[C@H:13]([CH3:14])[CH2:12][CH:11]([N:15]([CH2:37][CH3:38])[C:16]2[C:17]([CH3:36])=[C:18]([CH:32]=[C:33]([F:35])[CH:34]=2)[C:19]([NH:21][CH2:22][C:23]2[C:24](=[O:31])[NH:25][C:26]([CH3:30])=[CH:27][C:28]=2[CH3:29])=[O:20])[CH2:10][C@H:9]1[CH3:39])C1C=CC=CC=1. (4) Given the product [O:5]=[C:4]([CH:6]1[C:11]([CH3:12])([CH3:13])[CH2:10][CH:9]=[CH:8][CH:7]1[CH3:14])[CH2:3][CH:2]([S:15][CH2:16][CH2:17][CH2:18][C:19]([OH:21])=[O:20])[CH3:1], predict the reactants needed to synthesize it. The reactants are: [CH3:1]/[CH:2]=[CH:3]/[C:4]([CH:6]1[C:11]([CH3:13])([CH3:12])[CH2:10][CH:9]=[CH:8][CH:7]1[CH3:14])=[O:5].[SH:15][CH2:16][CH2:17][CH2:18][C:19]([OH:21])=[O:20].S1CCCC1=O. (5) Given the product [CH3:9][N:10]([CH3:12])[CH2:11][CH2:2][C:1]([C:4]1[S:5][CH:6]=[CH:7][CH:8]=1)=[O:3], predict the reactants needed to synthesize it. The reactants are: [C:1]([C:4]1[S:5][CH:6]=[CH:7][CH:8]=1)(=[O:3])[CH3:2].[CH3:9][NH:10][CH3:11].[CH2:12]=O. (6) Given the product [C:17]([CH2:16][CH2:15][CH2:14][CH2:13][CH2:12][CH2:11][NH:6][C@@H:5]([C:4]([O:3][CH3:2])=[O:9])[CH2:7][OH:8])#[N:18], predict the reactants needed to synthesize it. The reactants are: Cl.[CH3:2][O:3][C:4](=[O:9])[C@@H:5]([CH2:7][OH:8])[NH2:6].O=[CH:11][CH2:12][CH2:13][CH2:14][CH2:15][CH2:16][C:17]#[N:18].C(N(CC)CC)C. (7) Given the product [Cl:1][C:2]1[CH:7]=[CH:6][C:5]([N:8]2[C:16]([N:17]([C:18]3[CH:19]=[N:20][CH:21]=[CH:22][CH:23]=3)[C:31]([NH:30][CH:24]3[CH2:29][CH2:28][CH2:27][CH2:26][CH2:25]3)=[O:32])=[C:15]3[C:10]([CH:11]=[CH:12][CH:13]=[CH:14]3)=[N:9]2)=[CH:4][CH:3]=1, predict the reactants needed to synthesize it. The reactants are: [Cl:1][C:2]1[CH:7]=[CH:6][C:5]([N:8]2[C:16]([NH:17][C:18]3[CH:19]=[N:20][CH:21]=[CH:22][CH:23]=3)=[C:15]3[C:10]([CH:11]=[CH:12][CH:13]=[CH:14]3)=[N:9]2)=[CH:4][CH:3]=1.[CH:24]1([N:30]=[C:31]=[O:32])[CH2:29][CH2:28][CH2:27][CH2:26][CH2:25]1.CCN(CC)CC. (8) Given the product [CH3:4][O:6][C:7]([C:9]1[CH:13]=[C:12]([C:14]2[CH:19]=[CH:18][CH:17]=[CH:16][N:15]=2)[N:11]([C:20]2[N:21]=[N:22][C:23]([O:29][CH3:27])=[CH:24][CH:25]=2)[N:10]=1)=[O:8], predict the reactants needed to synthesize it. The reactants are: C[O-].[Na+].[CH2:4]([O:6][C:7]([C:9]1[CH:13]=[C:12]([C:14]2[CH:19]=[CH:18][CH:17]=[CH:16][N:15]=2)[N:11]([C:20]2[N:21]=[N:22][C:23](Cl)=[CH:24][CH:25]=2)[N:10]=1)=[O:8])C.[C:27](OCC)(=[O:29])C.C(=O)([O-])O.[Na+]. (9) Given the product [CH3:12][C:10]([O:8][C:5]1[CH:6]=[CH:7][C:2]([Sn:47]([CH2:48][CH2:49][CH2:50][CH3:51])([CH2:52][CH2:53][CH2:54][CH3:55])[CH2:43][CH2:44][CH2:45][CH3:46])=[CH:3][CH:4]=1)([CH3:11])[CH3:9], predict the reactants needed to synthesize it. The reactants are: Br[C:2]1[CH:7]=[CH:6][C:5]([OH:8])=[CH:4][CH:3]=1.[CH3:9][C:10](=[CH2:12])[CH3:11].FC(F)(F)C(O)=O.B(F)(F)F.CCOCC.C(OC(C)(C)C)(C)(C)C.C([Li])CCC.[CH2:43]([Sn:47](Cl)([CH2:52][CH2:53][CH2:54][CH3:55])[CH2:48][CH2:49][CH2:50][CH3:51])[CH2:44][CH2:45][CH3:46].